Dataset: Peptide-MHC class I binding affinity with 185,985 pairs from IEDB/IMGT. Task: Regression. Given a peptide amino acid sequence and an MHC pseudo amino acid sequence, predict their binding affinity value. This is MHC class I binding data. The peptide sequence is NTLQCIMLVY. The MHC is HLA-A30:02 with pseudo-sequence HLA-A30:02. The binding affinity (normalized) is 0.419.